This data is from Full USPTO retrosynthesis dataset with 1.9M reactions from patents (1976-2016). The task is: Predict the reactants needed to synthesize the given product. (1) Given the product [CH:38]([O:37][CH2:36][CH2:35][NH:34][S:28]([NH:31][C:32](=[O:33])[O:26][CH2:25][CH2:24][CH2:23][C:14]1[CH:15]=[CH:16][C:17]([O:19][CH2:20][O:21][CH3:22])=[CH:18][C:13]=1[O:12][C:3]1[C:2]([Cl:1])=[CH:7][C:6]([C:8]([F:9])([F:11])[F:10])=[CH:5][N:4]=1)(=[O:30])=[O:29])([CH3:40])[CH3:39], predict the reactants needed to synthesize it. The reactants are: [Cl:1][C:2]1[C:3]([O:12][C:13]2[CH:18]=[C:17]([O:19][CH2:20][O:21][CH3:22])[CH:16]=[CH:15][C:14]=2[CH2:23][CH2:24][CH2:25][OH:26])=[N:4][CH:5]=[C:6]([C:8]([F:11])([F:10])[F:9])[CH:7]=1.Cl[S:28]([N:31]=[C:32]=[O:33])(=[O:30])=[O:29].[NH2:34][CH2:35][CH2:36][O:37][CH:38]([CH3:40])[CH3:39].Cl. (2) Given the product [Cl:39][C:38]1[C:33]([CH2:32][N:6]2[C:5]3[CH:7]=[C:8]([O:12][CH2:13][CH2:14][CH2:15][C:16]([O:18][CH2:19][CH3:20])=[O:17])[CH:9]=[C:10]([CH3:11])[C:4]=3[N:3]=[C:2]2[CH3:1])=[N:34][CH:35]=[C:36]([O:40][CH2:41][CH2:42][CH2:43][CH2:44][CH3:45])[CH:37]=1, predict the reactants needed to synthesize it. The reactants are: [CH3:1][C:2]1[NH:6][C:5]2[CH:7]=[C:8]([O:12][CH2:13][CH2:14][CH2:15][C:16]([O:18][CH2:19][CH3:20])=[O:17])[CH:9]=[C:10]([CH3:11])[C:4]=2[N:3]=1.C([O-])([O-])=O.[K+].[K+].CS(O[CH2:32][C:33]1[C:38]([Cl:39])=[CH:37][C:36]([O:40][CH2:41][CH2:42][CH2:43][CH2:44][CH3:45])=[CH:35][N:34]=1)(=O)=O.[NH4+].[Cl-]. (3) Given the product [N:8]([CH2:7][CH2:6][C:2]1[S:1][CH:5]=[CH:4][CH:3]=1)=[C:16]=[S:17], predict the reactants needed to synthesize it. The reactants are: [S:1]1[CH:5]=[CH:4][CH:3]=[C:2]1[CH2:6][CH2:7][NH2:8].C(N(CC)CC)C.[C:16](=S)=[S:17].ClC(OCC)=O.[OH-].[Na+]. (4) The reactants are: O.[OH-].[Li+].C[O:5][C:6]([C:8]1[CH:45]=[CH:44][C:11]([CH2:12][CH:13](/[CH:26]=[CH:27]/[C:28]2[CH:33]=[CH:32][CH:31]=[CH:30][C:29]=2[O:34][CH2:35][CH2:36][CH2:37][N:38]2[CH2:42][CH2:41][O:40][C:39]2=[O:43])[CH2:14][CH2:15][C:16]2[CH:25]=[CH:24][C:19]([C:20]([O:22]C)=[O:21])=[CH:18][CH:17]=2)=[CH:10][CH:9]=1)=[O:7].Cl. Given the product [C:6]([C:8]1[CH:9]=[CH:10][C:11]([CH2:12][CH:13](/[CH:26]=[CH:27]/[C:28]2[CH:33]=[CH:32][CH:31]=[CH:30][C:29]=2[O:34][CH2:35][CH2:36][CH2:37][N:38]2[CH2:42][CH2:41][O:40][C:39]2=[O:43])[CH2:14][CH2:15][C:16]2[CH:17]=[CH:18][C:19]([C:20]([OH:22])=[O:21])=[CH:24][CH:25]=2)=[CH:44][CH:45]=1)([OH:7])=[O:5], predict the reactants needed to synthesize it. (5) The reactants are: [F:1][C:2]1[CH:3]=[C:4]([CH:7]=[C:8]([F:11])[C:9]=1[F:10])[CH:5]=O.[CH3:12][O:13][C:14]1[CH:15]=[C:16]([CH:20]=[CH:21][C:22]=1[O:23][CH3:24])[CH2:17][C:18]#[N:19]. Given the product [CH3:12][O:13][C:14]1[CH:15]=[C:16](/[C:17](=[CH:5]/[C:4]2[CH:3]=[C:2]([F:1])[C:9]([F:10])=[C:8]([F:11])[CH:7]=2)/[C:18]#[N:19])[CH:20]=[CH:21][C:22]=1[O:23][CH3:24], predict the reactants needed to synthesize it. (6) The reactants are: [CH3:1][N:2]1[CH2:7][CH2:6][N:5]([CH2:8][CH2:9][O:10][C:11]2[CH:16]=[CH:15][C:14]([N+:17]([O-])=O)=[CH:13][CH:12]=2)[CH2:4][CH2:3]1.C(O)C. Given the product [CH3:1][N:2]1[CH2:7][CH2:6][N:5]([CH2:8][CH2:9][O:10][C:11]2[CH:16]=[CH:15][C:14]([NH2:17])=[CH:13][CH:12]=2)[CH2:4][CH2:3]1, predict the reactants needed to synthesize it. (7) Given the product [NH2:20][CH2:19][CH2:18][C:17]1[CH:21]=[CH:22][C:14]([C:6]2[CH:7]=[CH:8][CH:9]=[C:4]([C:2]([NH2:1])=[O:3])[CH:5]=2)=[CH:15][CH:16]=1, predict the reactants needed to synthesize it. The reactants are: [NH2:1][C:2]([C:4]1[CH:5]=[C:6](B(O)O)[CH:7]=[CH:8][CH:9]=1)=[O:3].Br[C:14]1[CH:22]=[CH:21][C:17]([CH2:18][CH2:19][NH2:20])=[CH:16][CH:15]=1.C1(C)C=CC=CC=1.CCO. (8) Given the product [F:24][C:19]1[CH:18]=[C:17]([CH:22]=[C:21]([F:23])[CH:20]=1)[CH2:16][C@H:15]([C:14]([N:9]1[C@@H:8]([CH2:1][C:2]2[CH:3]=[CH:4][CH:5]=[CH:6][CH:7]=2)[CH2:12][O:11][C:10]1=[O:13])=[O:25])[C@@H:69]([C@H:68]1[CH2:67][C:66]2[C:61](=[CH:62][CH:63]=[CH:64][CH:65]=2)[CH2:60][N:59]1[C:57]([O:56][C:52]([CH3:55])([CH3:54])[CH3:53])=[O:58])[OH:70], predict the reactants needed to synthesize it. The reactants are: [CH2:1]([C@H:8]1[CH2:12][O:11][C:10](=[O:13])[N:9]1[C:14](=[O:25])[CH2:15][CH2:16][C:17]1[CH:22]=[C:21]([F:23])[CH:20]=[C:19]([F:24])[CH:18]=1)[C:2]1[CH:7]=[CH:6][CH:5]=[CH:4][CH:3]=1.B(OS(C(F)(F)F)(=O)=O)(CCCC)CCCC.CCN(C(C)C)C(C)C.[C:52]([O:56][C:57]([N:59]1[C@@H:68]([C:69](O)=[O:70])[CH2:67][C:66]2[C:61](=[CH:62][CH:63]=[CH:64][CH:65]=2)[CH2:60]1)=[O:58])([CH3:55])([CH3:54])[CH3:53].